Task: Predict the reaction yield, written as a fraction of the theoretical maximum amount of product (1.0 means a 100% yield; for example, 0.34 means a 34% yield).. Dataset: Reaction yield outcomes from USPTO patents with 853,638 reactions (1) The reactants are C(#N)C.[OH:4][C:5]1[CH:6]=[C:7]2[C:12](=[CH:13][CH:14]=1)[CH2:11][N:10]([C:15]([O:17][C:18]([CH3:21])([CH3:20])[CH3:19])=[O:16])[CH2:9][CH2:8]2.FC(F)(F)S(O[CH2:28][C:29]([F:32])([F:31])[F:30])(=O)=O.C(=O)([O-])[O-].[K+].[K+]. The catalyst is O. The product is [F:30][C:29]([F:32])([F:31])[CH2:28][O:4][C:5]1[CH:6]=[C:7]2[C:12](=[CH:13][CH:14]=1)[CH2:11][N:10]([C:15]([O:17][C:18]([CH3:21])([CH3:20])[CH3:19])=[O:16])[CH2:9][CH2:8]2. The yield is 0.770. (2) The reactants are [O-]P([O-])([O-])=O.[K+].[K+].[K+].[NH:9]1[CH2:13][CH2:12][CH2:11][CH2:10]1.I[C:15]1[CH:20]=[CH:19][CH:18]=[CH:17][CH:16]=1.C(O)CO. The catalyst is [Cu]I.CCCCCC.C(OCC)(=O)C.CC(O)C. The product is [C:15]1([N:9]2[CH2:13][CH2:12][CH2:11][CH2:10]2)[CH:20]=[CH:19][CH:18]=[CH:17][CH:16]=1. The yield is 0.900. (3) The reactants are [CH2:1]([O:3][C:4](=[O:15])/[CH:5]=[C:6](\[NH2:14])/[C@H:7]([CH3:13])[C@H:8]([CH3:12])[CH2:9][CH2:10][CH3:11])[CH3:2].[C:16](Cl)(=[O:18])[CH3:17].N1C=CC=CC=1. The catalyst is C(Cl)Cl. The product is [CH2:1]([O:3][C:4](=[O:15])/[CH:5]=[C:6](\[NH:14][C:16](=[O:18])[CH3:17])/[C@H:7]([CH3:13])[C@H:8]([CH3:12])[CH2:9][CH2:10][CH3:11])[CH3:2]. The yield is 0.930. (4) The reactants are Cl.[F:2][C:3]1[CH:8]=[CH:7][C:6]([CH:9]([C:17]2[CH:22]=[CH:21][C:20]([F:23])=[CH:19][CH:18]=2)[CH:10]2[C:15](=[O:16])[CH2:14][CH2:13][NH:12][CH2:11]2)=[CH:5][CH:4]=1.[F:24][C:25]1[CH:26]=[CH:27][C:28]([O:33][CH3:34])=[C:29]([CH:32]=1)[CH2:30]O.C(N(C(C)C)CC)(C)C.ClCCl. The catalyst is O. The product is [F:2][C:3]1[CH:8]=[CH:7][C:6]([CH:9]([C:17]2[CH:18]=[CH:19][C:20]([F:23])=[CH:21][CH:22]=2)[CH:10]2[C:15](=[O:16])[CH2:14][CH2:13][N:12]([CH2:30][C:29]3[CH:32]=[C:25]([F:24])[CH:26]=[CH:27][C:28]=3[O:33][CH3:34])[CH2:11]2)=[CH:5][CH:4]=1. The yield is 0.494. (5) The reactants are I.[NH:2]1[CH2:6][CH2:5][N:4]=[C:3]1[NH:7][CH:8]([C:16]1[CH:21]=[CH:20][CH:19]=[CH:18][CH:17]=1)[CH2:9][C:10]1[CH:15]=[CH:14][CH:13]=[CH:12][CH:11]=1.C(=O)([O-])[O-].[K+].[K+].[C:28](Cl)(=[O:30])[CH3:29].C(OCC)(=O)C. The catalyst is CN(C)C=O.O. The product is [C:16]1([CH:8]([NH:7][C:3]2[N:4]([C:28](=[O:30])[CH3:29])[CH2:5][CH2:6][N:2]=2)[CH2:9][C:10]2[CH:15]=[CH:14][CH:13]=[CH:12][CH:11]=2)[CH:21]=[CH:20][CH:19]=[CH:18][CH:17]=1. The yield is 0.220.